This data is from Full USPTO retrosynthesis dataset with 1.9M reactions from patents (1976-2016). The task is: Predict the reactants needed to synthesize the given product. Given the product [CH:2]1([NH:8][C:9]2[C:14]([CH3:15])=[C:13]([CH3:16])[N:12]=[C:11]([NH:17][CH2:18][C:19]3[CH:24]=[CH:23][C:22]([C:26]([F:36])([F:35])[F:25])=[CH:21][N:20]=3)[N:10]=2)[CH2:3][CH2:4][CH2:5][CH2:6][CH2:7]1, predict the reactants needed to synthesize it. The reactants are: Cl.[CH:2]1([NH:8][C:9]2[C:14]([CH3:15])=[C:13]([CH3:16])[N:12]=[C:11]([NH:17][CH2:18][C:19]3[CH:24]=[CH:23][CH:22]=[CH:21][N:20]=3)[N:10]=2)[CH2:7][CH2:6][CH2:5][CH2:4][CH2:3]1.[F:25][C:26]([F:36])([F:35])C1C=CC(CN)=NC=1.